Task: Predict the reactants needed to synthesize the given product.. Dataset: Full USPTO retrosynthesis dataset with 1.9M reactions from patents (1976-2016) (1) The reactants are: CC1(C)C(C)(C)OB([C:9]2[CH:13]=[CH:12][NH:11][N:10]=2)O1.Br.Br[CH2:17][C:18]1[CH:23]=[CH:22][N:21]=[CH:20][CH:19]=1.Br[C:25]1[CH:34]=[C:33]2[C:28]([CH2:29][CH:30]([CH3:49])[N:31]([C:35]3[CH:40]=[C:39]([N:41]4[CH2:46][CH2:45][N:44]([CH3:47])[CH2:43][CH2:42]4)[N:38]=[C:37]([NH2:48])[N:36]=3)[CH2:32]2)=[CH:27][CH:26]=1. Given the product [CH3:47][N:44]1[CH2:43][CH2:42][N:41]([C:39]2[CH:40]=[C:35]([N:31]3[CH:30]([CH3:49])[CH2:29][C:28]4[C:33](=[CH:34][C:25]([C:9]5[CH:13]=[CH:12][N:11]([CH2:17][C:18]6[CH:23]=[CH:22][N:21]=[CH:20][CH:19]=6)[N:10]=5)=[CH:26][CH:27]=4)[CH2:32]3)[N:36]=[C:37]([NH2:48])[N:38]=2)[CH2:46][CH2:45]1, predict the reactants needed to synthesize it. (2) Given the product [Cl:1][C:2]1[C:3]([NH:17][CH:18]2[CH2:19][CH2:20]2)=[N:4][C:5]([NH:8][C:9]2[CH:14]=[CH:13][CH:12]=[C:11]([CH:15]3[O:23][CH2:22][CH2:21][O:16]3)[CH:10]=2)=[N:6][CH:7]=1, predict the reactants needed to synthesize it. The reactants are: [Cl:1][C:2]1[C:3]([NH:17][CH:18]2[CH2:20][CH2:19]2)=[N:4][C:5]([NH:8][C:9]2[CH:10]=[C:11]([CH:15]=[O:16])[CH:12]=[CH:13][CH:14]=2)=[N:6][CH:7]=1.[CH2:21](O)[CH2:22][OH:23].Cl.C(=O)(O)[O-].[Na+]. (3) Given the product [CH:8]1([O:12][CH2:1][CH2:2][C:3]#[CH:4])[CH2:7][CH2:6][CH2:11][CH2:10][CH2:9]1, predict the reactants needed to synthesize it. The reactants are: [CH2:1]([Li])[CH2:2][CH2:3][CH3:4].[CH3:6][CH2:7][CH2:8][CH2:9][CH2:10][CH3:11].[OH2:12]. (4) Given the product [CH:1]12[CH:9]([C:10]3[CH:23]=[CH:22][C:13]([O:14][CH2:15][C@H:16]4[O:20][C:19]5=[N:21][C:27](=[O:26])[CH:28]=[C:29]([CH:30]6[CH2:34][CH2:33][CH2:32][CH2:31]6)[N:18]5[CH2:17]4)=[CH:12][CH:11]=3)[CH:5]([CH2:4][CH2:3][CH2:2]1)[CH2:6][CH2:7][CH2:8]2, predict the reactants needed to synthesize it. The reactants are: [CH:1]12[CH:9]([C:10]3[CH:23]=[CH:22][C:13]([O:14][CH2:15][C@H:16]4[O:20][C:19]([NH2:21])=[N:18][CH2:17]4)=[CH:12][CH:11]=3)[CH:5]([CH2:6][CH2:7][CH2:8]1)[CH2:4][CH2:3][CH2:2]2.C([O:26][C:27](=O)[C:28]#[C:29][CH:30]1[CH2:34][CH2:33][CH2:32][CH2:31]1)C. (5) The reactants are: C(OC([N:8]([C:26]1[CH:30]=[C:29]([CH3:31])[N:28](C(OC(C)(C)C)=O)[N:27]=1)[C:9]1[C:18]2[C:13](=[CH:14][C:15]([C:19]([OH:21])=[O:20])=[CH:16][CH:17]=2)[C:12](=[O:22])[N:11]([CH:23]([CH3:25])[CH3:24])[N:10]=1)=O)(C)(C)C. Given the product [CH:23]([N:11]1[C:12](=[O:22])[C:13]2[C:18](=[CH:17][CH:16]=[C:15]([C:19]([OH:21])=[O:20])[CH:14]=2)[C:9]([NH:8][C:26]2[CH:30]=[C:29]([CH3:31])[NH:28][N:27]=2)=[N:10]1)([CH3:25])[CH3:24], predict the reactants needed to synthesize it. (6) Given the product [CH3:8][N:7]1[C:3]([CH3:2])=[C:4]([CH3:14])[CH:5]=[C:6]1[C:9]([OH:11])=[O:10], predict the reactants needed to synthesize it. The reactants are: O[CH2:2][C:3]1[N:7]([CH3:8])[C:6]([C:9]([O:11]CC)=[O:10])=[CH:5][C:4]=1[CH3:14]. (7) Given the product [CH3:36][N:22]1[C:23](=[O:35])[C:24]2[CH:34]=[CH:33][CH:32]=[CH:31][C:25]=2[CH:26]([CH2:27][C:28]([O:30][CH3:38])=[O:29])[C:20]2[CH:19]=[CH:18][C:17]([O:6][S:3]([C:2]([F:15])([F:14])[F:1])(=[O:5])=[O:4])=[CH:37][C:21]1=2, predict the reactants needed to synthesize it. The reactants are: [F:1][C:2]([F:15])([F:14])[S:3]([O:6]S(C(F)(F)F)(=O)=O)(=[O:5])=[O:4].O[C:17]1[CH:18]=[CH:19][C:20]2[CH:26]([CH2:27][C:28]([O-:30])=[O:29])[C:25]3[CH:31]=[CH:32][CH:33]=[CH:34][C:24]=3[C:23](=[O:35])[N:22]([CH3:36])[C:21]=2[CH:37]=1.[CH3:38]C1C=CC=C(C)N=1. (8) Given the product [CH3:1][O:2][C:3]1[CH:4]=[CH:5][C:6]2[CH2:7][C@H:8]3[C@@H:13]([C:14]=2[CH:15]=1)[CH2:12][CH2:11][CH2:10][NH:9]3, predict the reactants needed to synthesize it. The reactants are: [CH3:1][O:2][C:3]1[CH:4]=[CH:5][C:6]2[C:7](=O)[C:8]3[C:13]([C:14]=2[CH:15]=1)=[CH:12][CH:11]=[CH:10][N:9]=3.Cl. (9) Given the product [C:1]([C:5]1[CH:6]=[C:7]([CH:42]([C:43]2[CH:48]=[CH:47][CH:46]=[CH:45][CH:44]=2)[C:49]2[CH:54]=[CH:53][CH:52]=[CH:51][CH:50]=2)[C:8]2[CH2:9][C:10]3[C:15]([C:16]=2[CH:17]=1)=[CH:14][C:13]([C:18]([CH3:21])([CH3:20])[CH3:19])=[CH:12][CH:11]=3)([CH3:4])([CH3:3])[CH3:2], predict the reactants needed to synthesize it. The reactants are: [C:1]([C:5]1[CH:6]=[CH:7][C:8]2[CH2:9][C:10]3[C:15]([C:16]=2[CH:17]=1)=[CH:14][C:13]([C:18]([CH3:21])([CH3:20])[CH3:19])=[CH:12][CH:11]=3)([CH3:4])([CH3:3])[CH3:2].C([Li])CCC.CCCCCC.C(C1C=C(C)C(=[C:42]([C:49]2[CH:54]=[CH:53][CH:52]=[CH:51][CH:50]=2)[C:43]2[CH:48]=[CH:47][CH:46]=[CH:45][CH:44]=2)C=1)(C)(C)C.O. (10) Given the product [CH3:28][N:29]([CH:31]=[C:22]1[CH2:21][CH2:20][CH2:19][C:18]2[CH:25]=[C:14]([N:10]3[CH2:9][C@H:8]([CH2:7][O:6][C:3]4[CH:4]=[CH:5][O:1][N:2]=4)[O:12][C:11]3=[O:13])[CH:15]=[CH:16][C:17]=2[C:23]1=[O:24])[CH3:30], predict the reactants needed to synthesize it. The reactants are: [O:1]1[CH:5]=[CH:4][C:3]([O:6][CH2:7][C@@H:8]2[O:12][C:11](=[O:13])[N:10]([C:14]3[CH:15]=[CH:16][C:17]4[C:23](=[O:24])[CH2:22][CH2:21][CH2:20][CH2:19][C:18]=4[CH:25]=3)[CH2:9]2)=[N:2]1.CO[CH:28](OC)[N:29]([CH3:31])[CH3:30].